Dataset: Reaction yield outcomes from USPTO patents with 853,638 reactions. Task: Predict the reaction yield, written as a fraction of the theoretical maximum amount of product (1.0 means a 100% yield; for example, 0.34 means a 34% yield). (1) The reactants are [CH3:1][O:2][C:3]([C:5]1[C:13]2[C:8](=[CH:9][C:10]([Cl:15])=[C:11]([Br:14])[CH:12]=2)[NH:7][CH:6]=1)=[O:4].[H-].[Na+].[CH3:18][C:19]1[CH:24]=[CH:23][C:22]([S:25](Cl)(=[O:27])=[O:26])=[CH:21][CH:20]=1. The catalyst is CN(C)C=O. The product is [CH3:1][O:2][C:3]([C:5]1[C:13]2[C:8](=[CH:9][C:10]([Cl:15])=[C:11]([Br:14])[CH:12]=2)[N:7]([S:25]([C:22]2[CH:23]=[CH:24][C:19]([CH3:18])=[CH:20][CH:21]=2)(=[O:27])=[O:26])[CH:6]=1)=[O:4]. The yield is 0.890. (2) The reactants are C[O:2][C:3](=[O:26])[C@@H:4]([N:9]1[CH2:13][C:12]([O:14][C:15]2[CH:20]=[CH:19][CH:18]=[C:17]([O:21][CH2:22][CH3:23])[C:16]=2[F:24])=[CH:11][C:10]1=[O:25])[CH2:5][CH:6]([CH3:8])[CH3:7].O.[OH-].[Li+]. The catalyst is O1CCCC1. The product is [CH2:22]([O:21][C:17]1[C:16]([F:24])=[C:15]([CH:20]=[CH:19][CH:18]=1)[O:14][C:12]1[CH2:13][N:9]([C@@H:4]([CH2:5][CH:6]([CH3:8])[CH3:7])[C:3]([OH:26])=[O:2])[C:10](=[O:25])[CH:11]=1)[CH3:23]. The yield is 0.870. (3) The catalyst is CO.O. The yield is 0.810. The reactants are [CH:1]([C:4]1[CH:9]=[C:8]([O:10][CH3:11])[C:7]([C:12]([F:15])([F:14])[F:13])=[CH:6][C:5]=1S(C1C=CC(C)=CC=1)(=O)=O)([CH3:3])[CH3:2].[OH-:26].[Na+].Cl. The product is [CH:1]([C:4]1[CH:9]=[C:8]([O:10][CH3:11])[C:7]([C:12]([F:15])([F:14])[F:13])=[CH:6][C:5]=1[OH:26])([CH3:3])[CH3:2]. (4) The yield is 0.970. The reactants are Cl[C:2]1[N:7]=[C:6]([C:8]2[CH:13]=[CH:12][CH:11]=[C:10]([C:14]#[C:15][C@:16]3([OH:23])[CH2:20][CH2:19][N:18]([CH3:21])[C:17]3=[O:22])[CH:9]=2)[N:5]=[C:4]([C:24]([O:26][CH2:27]C)=[O:25])[CH:3]=1.[CH3:29][C:30]1[CH:31]=[N:32][NH:33][CH:34]=1. No catalyst specified. The product is [OH:23][C@@:16]1([C:15]#[C:14][C:10]2[CH:9]=[C:8]([C:6]3[N:5]=[C:4]([C:24]([O:26][CH3:27])=[O:25])[CH:3]=[C:2]([N:32]4[CH:31]=[C:30]([CH3:29])[CH:34]=[N:33]4)[N:7]=3)[CH:13]=[CH:12][CH:11]=2)[CH2:20][CH2:19][N:18]([CH3:21])[C:17]1=[O:22]. (5) The reactants are [S:1]1[CH:5]=[CH:4][C:3]([C:6]2[CH:7]=[C:8]([C:16]3[N:17]=[C:18]([CH2:21][CH2:22][C:23]([O:25]C)=[O:24])[O:19][CH:20]=3)[CH:9]=[C:10]([C:12]([F:15])([F:14])[F:13])[CH:11]=2)=[CH:2]1.ClC1C=C(C2N=C(CCC(O)=O)OC=2)C=C(C(F)(F)F)C=1. No catalyst specified. The product is [S:1]1[CH:5]=[CH:4][C:3]([C:6]2[CH:7]=[C:8]([C:16]3[N:17]=[C:18]([CH2:21][CH2:22][C:23]([OH:25])=[O:24])[O:19][CH:20]=3)[CH:9]=[C:10]([C:12]([F:13])([F:14])[F:15])[CH:11]=2)=[CH:2]1. The yield is 0.770. (6) The reactants are [Cl:1][C:2]1[CH:3]=[C:4]2[C:9](=[CH:10][CH:11]=1)[NH:8][C:7](=[O:12])[C:6]([C@H](N[S@@](C(C)(C)C)=O)C)=[CH:5]2.Cl.C(OCC)C. The catalyst is CO. The product is [ClH:1].[Cl:1][C:2]1[CH:3]=[C:4]2[C:9](=[CH:10][CH:11]=1)[NH:8][C:7](=[O:12])[CH:6]=[CH:5]2. The yield is 0.670.